This data is from Peptide-MHC class II binding affinity with 134,281 pairs from IEDB. The task is: Regression. Given a peptide amino acid sequence and an MHC pseudo amino acid sequence, predict their binding affinity value. This is MHC class II binding data. The peptide sequence is EGHQFLDGVNLVASQ. The MHC is DRB1_0101 with pseudo-sequence DRB1_0101. The binding affinity (normalized) is 0.870.